Dataset: Reaction yield outcomes from USPTO patents with 853,638 reactions. Task: Predict the reaction yield, written as a fraction of the theoretical maximum amount of product (1.0 means a 100% yield; for example, 0.34 means a 34% yield). (1) The reactants are [F:1][C:2]1[CH:3]=[C:4]([NH2:18])[CH:5]=[CH:6][C:7]=1[O:8][C:9]1[CH:14]=[CH:13][N:12]=[CH:11][C:10]=1[N+:15]([O-:17])=[O:16].[F:19][C:20]1[CH:25]=[CH:24][C:23]([CH2:26][C:27]([N:29]=[C:30]=[O:31])=[O:28])=[CH:22][CH:21]=1.COC1C=CC(CNC2N=CN=C(OC3C=CC(NC(NC(=O)CC4C=CC(F)=CC=4)=O)=CC=3F)C=2)=CC=1. The catalyst is C1COCC1. The product is [F:1][C:2]1[CH:3]=[C:4]([NH:18][C:30]([NH:29][C:27](=[O:28])[CH2:26][C:23]2[CH:24]=[CH:25][C:20]([F:19])=[CH:21][CH:22]=2)=[O:31])[CH:5]=[CH:6][C:7]=1[O:8][C:9]1[CH:14]=[CH:13][N:12]=[CH:11][C:10]=1[N+:15]([O-:17])=[O:16]. The yield is 0.250. (2) The reactants are [CH3:1][Si](C=[N+]=[N-])(C)C.[NH2:8][C:9]1[C:17]([CH3:18])=[C:16]([Br:19])[CH:15]=[CH:14][C:10]=1[C:11]([OH:13])=[O:12]. The catalyst is C(OCC)(=O)C.C(O)C. The product is [NH2:8][C:9]1[C:17]([CH3:18])=[C:16]([Br:19])[CH:15]=[CH:14][C:10]=1[C:11]([O:13][CH3:1])=[O:12]. The yield is 0.880. (3) The reactants are [H-].[Na+].[F:3][C:4]1[C:5]([O:11][C:12]2[CH:17]=[CH:16][CH:15]=[CH:14][C:13]=2[C:18](=[N:23][O:24][CH3:25])[C:19]([NH:21][CH3:22])=[O:20])=[N:6][CH:7]=[N:8][C:9]=1F.[CH3:26][C:27]1[CH:32]=[CH:31][CH:30]=[CH:29][C:28]=1[OH:33]. The catalyst is CN(C)C=O. The product is [F:3][C:4]1[C:5]([O:11][C:12]2[CH:17]=[CH:16][CH:15]=[CH:14][C:13]=2[C:18](=[N:23][O:24][CH3:25])[C:19]([NH:21][CH3:22])=[O:20])=[N:6][CH:7]=[N:8][C:9]=1[O:33][C:28]1[CH:29]=[CH:30][CH:31]=[CH:32][C:27]=1[CH3:26]. The yield is 0.589. (4) The reactants are Cl.[O:2]1[CH2:7][CH2:6][N:5]([C:8]2[CH:9]=[CH:10][C:11]([CH2:14][O:15][C:16]3[CH:24]=[CH:23][C:19]([C:20]([OH:22])=O)=[CH:18][CH:17]=3)=[N:12][CH:13]=2)[CH2:4][CH2:3]1.Cl.[NH:26]1[CH:30]=[CH:29][N:28]=[C:27]1[C:31]1[CH:32]=[CH:33][C:34]([CH3:38])=[C:35]([CH:37]=1)[NH2:36].CCN(C(C)C)C(C)C.CN(C(ON1N=NC2C=CC=NC1=2)=[N+](C)C)C.F[P-](F)(F)(F)(F)F. The product is [NH:26]1[CH:30]=[CH:29][N:28]=[C:27]1[C:31]1[CH:32]=[CH:33][C:34]([CH3:38])=[C:35]([NH:36][C:20](=[O:22])[C:19]2[CH:18]=[CH:17][C:16]([O:15][CH2:14][C:11]3[CH:10]=[CH:9][C:8]([N:5]4[CH2:4][CH2:3][O:2][CH2:7][CH2:6]4)=[CH:13][N:12]=3)=[CH:24][CH:23]=2)[CH:37]=1. The catalyst is O.CN(C=O)C. The yield is 0.459.